Predict the reactants needed to synthesize the given product. From a dataset of Full USPTO retrosynthesis dataset with 1.9M reactions from patents (1976-2016). Given the product [Br:1][C:2]1[CH:3]=[C:4]2[C:8](=[C:9]([F:11])[CH:10]=1)[N:7]([CH:13]1[CH2:14][CH2:15][CH2:16][CH2:17][O:12]1)[N:6]=[CH:5]2, predict the reactants needed to synthesize it. The reactants are: [Br:1][C:2]1[CH:3]=[C:4]2[C:8](=[C:9]([F:11])[CH:10]=1)[NH:7][N:6]=[CH:5]2.[O:12]1[CH:17]=[CH:16][CH2:15][CH2:14][CH2:13]1.CC1C=CC(S(O)(=O)=O)=CC=1.C([O-])(O)=O.[Na+].